From a dataset of NCI-60 drug combinations with 297,098 pairs across 59 cell lines. Regression. Given two drug SMILES strings and cell line genomic features, predict the synergy score measuring deviation from expected non-interaction effect. (1) Drug 1: CCCS(=O)(=O)NC1=C(C(=C(C=C1)F)C(=O)C2=CNC3=C2C=C(C=N3)C4=CC=C(C=C4)Cl)F. Drug 2: CC1=C(C(=O)C2=C(C1=O)N3CC4C(C3(C2COC(=O)N)OC)N4)N. Cell line: EKVX. Synergy scores: CSS=9.24, Synergy_ZIP=3.37, Synergy_Bliss=5.45, Synergy_Loewe=-0.163, Synergy_HSA=2.77. (2) Drug 1: C1CN1P(=S)(N2CC2)N3CC3. Drug 2: CC1CCC2CC(C(=CC=CC=CC(CC(C(=O)C(C(C(=CC(C(=O)CC(OC(=O)C3CCCCN3C(=O)C(=O)C1(O2)O)C(C)CC4CCC(C(C4)OC)O)C)C)O)OC)C)C)C)OC. Cell line: SK-OV-3. Synergy scores: CSS=6.40, Synergy_ZIP=-2.95, Synergy_Bliss=-2.50, Synergy_Loewe=-17.5, Synergy_HSA=-2.16. (3) Drug 1: C1=C(C(=O)NC(=O)N1)N(CCCl)CCCl. Drug 2: CC(C)(C#N)C1=CC(=CC(=C1)CN2C=NC=N2)C(C)(C)C#N. Cell line: K-562. Synergy scores: CSS=38.1, Synergy_ZIP=0.0195, Synergy_Bliss=-0.648, Synergy_Loewe=-0.961, Synergy_HSA=-0.754. (4) Drug 1: C1CCC(C(C1)N)N.C(=O)(C(=O)[O-])[O-].[Pt+4]. Drug 2: N.N.Cl[Pt+2]Cl. Cell line: NCI-H322M. Synergy scores: CSS=-4.64, Synergy_ZIP=1.70, Synergy_Bliss=0.219, Synergy_Loewe=-4.07, Synergy_HSA=-3.79. (5) Drug 1: CS(=O)(=O)CCNCC1=CC=C(O1)C2=CC3=C(C=C2)N=CN=C3NC4=CC(=C(C=C4)OCC5=CC(=CC=C5)F)Cl. Drug 2: CC1=C(N=C(N=C1N)C(CC(=O)N)NCC(C(=O)N)N)C(=O)NC(C(C2=CN=CN2)OC3C(C(C(C(O3)CO)O)O)OC4C(C(C(C(O4)CO)O)OC(=O)N)O)C(=O)NC(C)C(C(C)C(=O)NC(C(C)O)C(=O)NCCC5=NC(=CS5)C6=NC(=CS6)C(=O)NCCC[S+](C)C)O. Cell line: OVCAR-4. Synergy scores: CSS=10.8, Synergy_ZIP=-2.69, Synergy_Bliss=2.52, Synergy_Loewe=-0.672, Synergy_HSA=-0.0168. (6) Drug 1: C1CC(=O)NC(=O)C1N2C(=O)C3=CC=CC=C3C2=O. Drug 2: C1CN(P(=O)(OC1)NCCCl)CCCl. Cell line: CCRF-CEM. Synergy scores: CSS=-1.23, Synergy_ZIP=-0.290, Synergy_Bliss=-2.21, Synergy_Loewe=-0.818, Synergy_HSA=-2.68. (7) Drug 1: C1=CC(=CC=C1CCC2=CNC3=C2C(=O)NC(=N3)N)C(=O)NC(CCC(=O)O)C(=O)O. Synergy scores: CSS=19.0, Synergy_ZIP=0.0498, Synergy_Bliss=-3.40, Synergy_Loewe=-21.9, Synergy_HSA=-4.57. Cell line: OVCAR-4. Drug 2: CC1=C(C(CCC1)(C)C)C=CC(=CC=CC(=CC(=O)O)C)C. (8) Drug 1: CN1C(=O)N2C=NC(=C2N=N1)C(=O)N. Drug 2: C1CN(P(=O)(OC1)NCCCl)CCCl. Cell line: LOX IMVI. Synergy scores: CSS=8.09, Synergy_ZIP=-2.14, Synergy_Bliss=1.32, Synergy_Loewe=2.89, Synergy_HSA=2.94.